From a dataset of Full USPTO retrosynthesis dataset with 1.9M reactions from patents (1976-2016). Predict the reactants needed to synthesize the given product. Given the product [CH2:14]([O:16][C:17]1[C:21]2[CH:22]=[CH:23][C:24]([OH:26])=[CH:25][C:20]=2[O:19][N:18]=1)[CH3:15], predict the reactants needed to synthesize it. The reactants are: B(Br)(Br)Br.O1C2C=CC=CC=2C=N1.[CH2:14]([O:16][C:17]1[C:21]2[CH:22]=[CH:23][C:24]([O:26]C)=[CH:25][C:20]=2[O:19][N:18]=1)[CH3:15].C([O-])(O)=O.[Na+].[Na+].[Cl-].